From a dataset of Reaction yield outcomes from USPTO patents with 853,638 reactions. Predict the reaction yield, written as a fraction of the theoretical maximum amount of product (1.0 means a 100% yield; for example, 0.34 means a 34% yield). The reactants are [CH3:1][C:2]1[NH:10][C:9]2[CH:8]=[CH:7][NH:6][C:5](=O)[C:4]=2[C:3]=1[CH3:12].P(Cl)(Cl)([Cl:15])=O. No catalyst specified. The product is [Cl:15][C:5]1[C:4]2[C:3]([CH3:12])=[C:2]([CH3:1])[NH:10][C:9]=2[CH:8]=[CH:7][N:6]=1. The yield is 0.430.